From a dataset of Forward reaction prediction with 1.9M reactions from USPTO patents (1976-2016). Predict the product of the given reaction. Given the reactants [NH2:1][CH2:2][CH2:3][N:4]1[C:8](=[O:9])/[C:7](=[CH:10]/[C:11]2[CH:16]=[CH:15][C:14]([O:17][CH2:18][CH3:19])=[CH:13][CH:12]=2)/[S:6][C:5]1=[O:20].Cl[C:22]([O:24][CH2:25][C:26]1[CH:31]=[CH:30][CH:29]=[CH:28][CH:27]=1)=[O:23].CCN(C(C)C)C(C)C.C(OC1C=CC(/C=C2/C(=O)N(CCNC(=O)C)C(=O)S/2)=CC=1)C, predict the reaction product. The product is: [CH2:18]([O:17][C:14]1[CH:15]=[CH:16][C:11](/[CH:10]=[C:7]2/[C:8](=[O:9])[N:4]([CH2:3][CH2:2][NH:1][C:22](=[O:23])[O:24][CH2:25][C:26]3[CH:31]=[CH:30][CH:29]=[CH:28][CH:27]=3)[C:5](=[O:20])[S:6]/2)=[CH:12][CH:13]=1)[CH3:19].